The task is: Predict the product of the given reaction.. This data is from Forward reaction prediction with 1.9M reactions from USPTO patents (1976-2016). (1) Given the reactants [CH2:1]([NH:3][CH2:4][C:5]1[CH:10]=[C:9]([C:11]([F:14])([F:13])[F:12])[CH:8]=[CH:7][C:6]=1[C:15]1[CH:20]=[C:19]([C:21]([F:24])([F:23])[F:22])[CH:18]=[C:17]([C@@H:25]([CH3:29])[C:26]([OH:28])=[O:27])[CH:16]=1)[CH3:2].[CH3:30]O, predict the reaction product. The product is: [CH3:30][O:27][C:26](=[O:28])[C@@H:25]([C:17]1[CH:16]=[C:15]([C:6]2[CH:7]=[CH:8][C:9]([C:11]([F:14])([F:13])[F:12])=[CH:10][C:5]=2[CH2:4][NH:3][CH2:1][CH3:2])[CH:20]=[C:19]([C:21]([F:22])([F:23])[F:24])[CH:18]=1)[CH3:29]. (2) Given the reactants Cl.[NH2:2][C:3]1[CH:4]=[C:5]([C:9]([O:11]C)=[O:10])[N:6]([CH3:8])[CH:7]=1.[C:13](=O)([O:19]C(C)(C)C)[O:14][C:15]([CH3:18])([CH3:17])[CH3:16], predict the reaction product. The product is: [C:15]([O:14][C:13]([NH:2][C:3]1[CH:4]=[C:5]([C:9]([OH:11])=[O:10])[N:6]([CH3:8])[CH:7]=1)=[O:19])([CH3:18])([CH3:17])[CH3:16].